Dataset: Catalyst prediction with 721,799 reactions and 888 catalyst types from USPTO. Task: Predict which catalyst facilitates the given reaction. (1) Reactant: Br[C:2]1[CH:3]=[C:4]([C:17]([O:19][CH3:20])=[O:18])[CH:5]=[C:6]([C:8]2[CH:13]=[CH:12][C:11]([CH3:14])=[CH:10][C:9]=2[C:15]#[N:16])[CH:7]=1.[OH:21][CH2:22][C:23]1[CH:28]=[CH:27][CH:26]=[CH:25][C:24]=1B(O)O.[C:32](=O)([O-])[O-].[Cs+].[Cs+].O. Product: [CH2:20]([O:19][C:17]([C:4]1[CH:3]=[C:2]([C:24]2[CH:25]=[CH:26][CH:27]=[CH:28][C:23]=2[CH2:22][OH:21])[CH:7]=[C:6]([C:8]2[CH:13]=[CH:12][C:11]([CH3:14])=[CH:10][C:9]=2[C:15]#[N:16])[CH:5]=1)=[O:18])[CH3:32]. The catalyst class is: 711. (2) Reactant: [C:1]([C:3]1[CH:4]=[C:5]([CH:19]=[CH:20][C:21]=1[O:22]C)[C:6]([N:8]1[C:12]2[CH:13]=[CH:14][CH:15]=[CH:16][C:11]=2[S:10](=[O:18])(=[O:17])[CH2:9]1)=[O:7])#[N:2].[Cl-].[Li+].Cl. Product: [C:1]([C:3]1[CH:4]=[C:5]([CH:19]=[CH:20][C:21]=1[OH:22])[C:6]([N:8]1[C:12]2[CH:13]=[CH:14][CH:15]=[CH:16][C:11]=2[S:10](=[O:18])(=[O:17])[CH2:9]1)=[O:7])#[N:2]. The catalyst class is: 9.